Dataset: Experimentally validated miRNA-target interactions with 360,000+ pairs, plus equal number of negative samples. Task: Binary Classification. Given a miRNA mature sequence and a target amino acid sequence, predict their likelihood of interaction. (1) The miRNA is hsa-miR-591 with sequence AGACCAUGGGUUCUCAUUGU. The protein sequence of the target gene is MTAGTVVITGGILATVILLCIIAVLCYCRLQYYCCKKGTDGEDAEEEEEEEEHGLSIHPRVPACNACSSHVLDGRGGLAPLTSESCSQPCGVASHCTTCSPYRTPFYIRTADMVPNGGGGERLSFAPTHYKEGGTPSLKLAAPQNYPVTWPSSGHEAFTNPRAISTDV. Result: 0 (no interaction). (2) The miRNA is hsa-miR-506-3p with sequence UAAGGCACCCUUCUGAGUAGA. The protein sequence of the target gene is MTMDGDSSTTDASQLGISADYIGGSHYVIQPHDDTEDSMNDHEDTNGSKESFREQDIYLPIANVARIMKNAIPQTGKIAKDAKECVQECVSEFISFITSEASERCHQEKRKTINGEDILFAMSTLGFDSYVEPLKLYLQKFREAMKGEKGIGGAVTATDGLSEELTEEAFTNQLPAGLITTDGQQQNVMVYTTSYQQISGVQQIQFS. Result: 0 (no interaction). (3) The miRNA is hsa-miR-8083 with sequence CAGGACUUGACGGCUGCAACU. The protein sequence of the target gene is MASGEHSPGSGAARRPLHSAQAVDVASASNFRAFELLHLHLDLRAEFGPPGPGAGSRGLSGTAVLDLRCLEPEGAAELRLDSHPCLEVTAAALRRERPGSEEPPAEPVSFYTQPFSHYGQALCVSFPQPCRAAERLQVLLTYRVGEGPGVCWLAPEQTAGKKKPFVYTQGQAVLNRAFFPCFDTPAVKYKYSALIEVPDGFTAVMSASTWEKRGPNKFFFQMCQPIPSYLIALAIGDLVSAEVGPRSRVWAEPCLIDAAKEEYNGVIEEFLATGEKLFGPYVWGRYDLLFMPPSFPFGGM.... Result: 0 (no interaction). (4) The protein sequence of the target gene is MSIVIPLGVDTAETSYLEMAAGSEPESVEASPVVVEKSNSYPHQLYTSSSHHSHSYIGLPYADHNYGARPPPTPPASPPPSVLISKNEVGIFTTPNFDETSSATTISTSEDGSYGTDVTRCICGFTHDDGYMICCDKCSVWQHIDCMGIDRQHIPDTYLCERCQPRNLDKERAVLLQRRKRENMSDGDTSATESGDEVPVELYTAFQHTPTSITLTASRVSKVNDKRRKKSGEKEQHISKCKKAFREGSRKSSRVKGSAPEIDPSSDGSNFGWETKIKAWMDRYEEANNNQYSEGVQREA.... Result: 0 (no interaction). The miRNA is cel-miR-1820-5p with sequence UUUUGAUUGUUUUUCGAUGAUGUUCG. (5) The miRNA is hsa-miR-6852-5p with sequence CCCUGGGGUUCUGAGGACAUG. The protein sequence of the target gene is MSNVNLSVSDFWRVMMRVCWLVRQDSRHQRIRLPHLEAVVIGRGPETKITDKKCSRQQVQLKAECNKGYVKVKQVGVNPTSIDSVVIGKDQEVKLQPGQVLHMVNELYPYIVEFEEEAKNPGLETHRKRKRSGNSDSIERDAAQEAEAGTGLEPGSNSGQCSVPLKKGKDAPIKKESLGHWSQGLKISMQDPKMQVYKDEQVVVIKDKYPKARYHWLVLPWTSISSLKAVAREHLELLKHMHTVGEKVIVDFAGSSKLRFRLGYHAIPSMSHVHLHVISQDFDSPCLKNKKHWNSFNTEY.... Result: 1 (interaction). (6) The miRNA is hsa-miR-548ah-3p with sequence CAAAAACUGCAGUUACUUUUGC. The protein sequence of the target gene is MDRSLRNVLVVSFGFLLLFTAYGGLQSLQSSLYSEEGLGVTALSTLYGGMLLSSMFLPPLLIERLGCKGTIILSMCGYVAFSVGNFFASWYTLIPTSILLGLGAAPLWSAQCTYLTITGNTHAEKAGKRGKDMVNQYFGIFFLIFQSSGVWGNLISSLVFGQTPSQETLPEEQLTSCGASDCLMATTTTNSTQRPSQQLVYTLLGIYTGSGVLAVLMIAAFLQPIRDVQRESEGEKKSVPFWSTLLSTFKLYRDKRLCLLILLPLYSGLQQGFLSSEYTRSYVTCTLGIQFVGYVMICFS.... Result: 1 (interaction).